Dataset: Peptide-MHC class I binding affinity with 185,985 pairs from IEDB/IMGT. Task: Regression. Given a peptide amino acid sequence and an MHC pseudo amino acid sequence, predict their binding affinity value. This is MHC class I binding data. The peptide sequence is VGNVGVKF. The MHC is Mamu-B52 with pseudo-sequence Mamu-B52. The binding affinity (normalized) is 0.595.